Dataset: Reaction yield outcomes from USPTO patents with 853,638 reactions. Task: Predict the reaction yield, written as a fraction of the theoretical maximum amount of product (1.0 means a 100% yield; for example, 0.34 means a 34% yield). (1) The reactants are [NH2:1][C:2]1[CH:6]=[C:5]([C:7]([O:9][CH3:10])=[O:8])[NH:4][N:3]=1.[C:11]([O:17][CH3:18])(=[O:16])[CH2:12][C:13]([CH3:15])=O.[CH3:19]O. No catalyst specified. The product is [CH3:10][O:9][C:7]([C:5]1[CH:6]=[C:2]2[N:1]=[C:12]([C:11]([O:17][CH3:18])=[O:16])[CH:13]=[C:15]([CH3:19])[N:3]2[N:4]=1)=[O:8]. The yield is 0.620. (2) The reactants are [F:1][C:2]1[C:11]2[O:10][CH2:9][CH:8]([NH:12][CH2:13][CH2:14][CH2:15][C:16]3[C:24]4[C:19](=[CH:20][CH:21]=[C:22]([F:25])[CH:23]=4)[NH:18][CH:17]=3)[CH2:7][C:6]=2[C:5]([C:26]([O:28][CH3:29])=[O:27])=[CH:4][CH:3]=1.[C:30]1(=O)[CH2:33][CH2:32][CH2:31]1.C(O)(=O)C.C([BH3-])#N.[Na+]. The catalyst is CO.CCOC(C)=O. The product is [CH:30]1([N:12]([CH2:13][CH2:14][CH2:15][C:16]2[C:24]3[C:19](=[CH:20][CH:21]=[C:22]([F:25])[CH:23]=3)[NH:18][CH:17]=2)[CH:8]2[CH2:7][C:6]3[C:5]([C:26]([O:28][CH3:29])=[O:27])=[CH:4][CH:3]=[C:2]([F:1])[C:11]=3[O:10][CH2:9]2)[CH2:33][CH2:32][CH2:31]1. The yield is 0.880. (3) The reactants are [C:1]([C:5]1[CH:10]=[CH:9][C:8]([C:11]2[C:22]3[CH2:21][CH2:20][CH2:19][C:18]=3[CH:17]=[C:16]3[C:12]=2[CH2:13][CH:14]([CH3:24])[C:15]3=O)=[CH:7][CH:6]=1)([CH3:4])([CH3:3])[CH3:2].[H-].[Al+3].[Li+].[H-].[H-].[H-].Cl. The catalyst is C(OCC)C. The product is [C:1]([C:5]1[CH:6]=[CH:7][C:8]([C:11]2[C:12]3[CH2:13][C:14]([CH3:24])=[CH:15][C:16]=3[CH:17]=[C:18]3[C:22]=2[CH2:21][CH2:20][CH2:19]3)=[CH:9][CH:10]=1)([CH3:4])([CH3:2])[CH3:3]. The yield is 1.00. (4) The reactants are [Cl:1][C:2]1[C:6]([Cl:7])=[C:5]([CH3:8])[NH:4][C:3]=1[C:9]([NH:11][CH:12]1[CH2:17][CH2:16][N:15](C(OC(C)(C)C)=O)[CH2:14][CH2:13]1)=[O:10].Cl. The catalyst is O1CCOCC1. The product is [ClH:1].[Cl:1][C:2]1[C:6]([Cl:7])=[C:5]([CH3:8])[NH:4][C:3]=1[C:9]([NH:11][CH:12]1[CH2:17][CH2:16][NH:15][CH2:14][CH2:13]1)=[O:10]. The yield is 0.980. (5) The product is [F:1][C:2]1[CH:3]=[CH:4][C:5]([S:8][CH2:9][CH2:10][CH2:11][C:12]([N:19]([CH2:18][C:17]2[CH:21]=[CH:22][CH:23]=[CH:24][C:16]=2[OH:15])[CH3:20])=[O:14])=[CH:6][CH:7]=1. No catalyst specified. The yield is 0.650. The reactants are [F:1][C:2]1[CH:7]=[CH:6][C:5]([S:8][CH2:9][CH2:10][CH2:11][C:12]([OH:14])=O)=[CH:4][CH:3]=1.[OH:15][C:16]1[CH:24]=[CH:23][CH:22]=[CH:21][C:17]=1[CH2:18][NH:19][CH3:20].